This data is from Full USPTO retrosynthesis dataset with 1.9M reactions from patents (1976-2016). The task is: Predict the reactants needed to synthesize the given product. (1) Given the product [NH2:25][CH2:24][CH2:23][C:22]1[CH:21]=[CH:20][C:19]([OH:28])=[CH:18][C:17]=1[Cl:16], predict the reactants needed to synthesize it. The reactants are: [H-].[Al+3].[Li+].[H-].[H-].[H-].CCOCC.[Cl-].[Cl-].[Cl-].[Al+3].[Cl:16][C:17]1[CH:18]=[C:19]([OH:28])[CH:20]=[CH:21][C:22]=1[CH:23]=[CH:24][N+:25]([O-])=O.Cl. (2) Given the product [CH2:1]([C:9]1[NH:10][N:11]=[N:12][N:13]=1)[C:2]1[CH:3]=[CH:4][CH:5]=[CH:6][CH:7]=1, predict the reactants needed to synthesize it. The reactants are: [C:1]([C:9]1[N:13](C)[N:12]=[N:11][N:10]=1)(=O)[C:2]1[CH:7]=[CH:6][CH:5]=[CH:4][CH:3]=1.C(C#N)C1C=CC=CC=1.[N-]=[N+]=[N-].[NH4+]. (3) The reactants are: [C:1]([CH:4]1[NH:9][CH2:8][CH2:7][N:6]([C:10]([O:12][CH2:13][C:14]2[CH:19]=[CH:18][CH:17]=[CH:16][CH:15]=2)=[O:11])[CH2:5]1)#[C:2][CH3:3].Br[C:21]1[CH:26]=[CH:25][C:24]([C:27]([OH:36])([C:32]([F:35])([F:34])[F:33])[C:28]([F:31])([F:30])[F:29])=[CH:23][CH:22]=1.C1(P(C2CCCCC2)C2C=CC=CC=2C2C(OC(C)C)=CC=CC=2OC(C)C)CCCCC1.CC(C)([O-])C.[Na+]. Given the product [C:1]([CH:4]1[N:9]([C:21]2[CH:26]=[CH:25][C:24]([C:27]([OH:36])([C:32]([F:33])([F:35])[F:34])[C:28]([F:31])([F:29])[F:30])=[CH:23][CH:22]=2)[CH2:8][CH2:7][N:6]([C:10]([O:12][CH2:13][C:14]2[CH:15]=[CH:16][CH:17]=[CH:18][CH:19]=2)=[O:11])[CH2:5]1)#[C:2][CH3:3], predict the reactants needed to synthesize it. (4) Given the product [CH:1]1[C:13]2[CH:12]([CH2:14][O:15][C:16]([NH:18][C@@H:19]([CH2:27][C:28]3[CH:29]=[N:30][C:31]([C:38]4[CH:39]=[CH:40][C:41]([O:47][CH3:46])=[CH:42][C:37]=4[CH2:35][CH3:36])=[CH:32][CH:33]=3)[C:20]([O:22][C:23]([CH3:26])([CH3:25])[CH3:24])=[O:21])=[O:17])[C:11]3[C:6](=[CH:7][CH:8]=[CH:9][CH:10]=3)[C:5]=2[CH:4]=[CH:3][CH:2]=1, predict the reactants needed to synthesize it. The reactants are: [CH:1]1[C:13]2[CH:12]([CH2:14][O:15][C:16]([NH:18][C@@H:19]([CH2:27][C:28]3[CH:29]=[N:30][C:31](Br)=[CH:32][CH:33]=3)[C:20]([O:22][C:23]([CH3:26])([CH3:25])[CH3:24])=[O:21])=[O:17])[C:11]3[C:6](=[CH:7][CH:8]=[CH:9][CH:10]=3)[C:5]=2[CH:4]=[CH:3][CH:2]=1.[CH2:35]([C:37]1[CH:42]=[CH:41][CH:40]=[CH:39][C:38]=1B(O)O)[CH3:36].[C:46](=O)([O-])[O-:47].[Na+].[Na+].